Task: Predict the reactants needed to synthesize the given product.. Dataset: Full USPTO retrosynthesis dataset with 1.9M reactions from patents (1976-2016) (1) Given the product [C:26]([C:30]1[CH:35]=[CH:34][C:33]([S:36]([N:15]([CH:13]([C:7]2[N:6]([C:17]3[CH:18]=[CH:19][C:20]([O:23][CH3:24])=[CH:21][CH:22]=3)[C:5](=[O:25])[C:4]3[C:9](=[CH:10][CH:11]=[CH:12][C:3]=3[O:2][CH3:1])[N:8]=2)[CH3:14])[CH3:16])(=[O:38])=[O:37])=[CH:32][CH:31]=1)([CH3:29])([CH3:27])[CH3:28], predict the reactants needed to synthesize it. The reactants are: [CH3:1][O:2][C:3]1[CH:12]=[CH:11][CH:10]=[C:9]2[C:4]=1[C:5](=[O:25])[N:6]([C:17]1[CH:22]=[CH:21][C:20]([O:23][CH3:24])=[CH:19][CH:18]=1)[C:7]([CH:13]([NH:15][CH3:16])[CH3:14])=[N:8]2.[C:26]([C:30]1[CH:35]=[CH:34][C:33]([S:36](Cl)(=[O:38])=[O:37])=[CH:32][CH:31]=1)([CH3:29])([CH3:28])[CH3:27]. (2) Given the product [OH:13][N:12]=[C:6]([NH2:7])[C:5]1[CH:8]=[CH:9][C:2]([I:1])=[C:3]([CH3:10])[CH:4]=1, predict the reactants needed to synthesize it. The reactants are: [I:1][C:2]1[CH:9]=[CH:8][C:5]([C:6]#[N:7])=[CH:4][C:3]=1[CH3:10].Cl.[NH2:12][OH:13].C(=O)(O)[O-].[Na+]. (3) Given the product [I:16][C:8]1[C:9](=[O:11])[NH:10][C:5]([S:4][CH:1]([CH3:3])[CH3:2])=[N:6][C:7]=1[C:12]([F:14])([F:15])[F:13], predict the reactants needed to synthesize it. The reactants are: [CH:1]([S:4][C:5]1[NH:10][C:9](=[O:11])[CH:8]=[C:7]([C:12]([F:15])([F:14])[F:13])[N:6]=1)([CH3:3])[CH3:2].[I:16]N1C(=O)CCC1=O. (4) The reactants are: [CH3:1][N:2]([CH2:6][CH2:7][OH:8])[CH2:3][CH2:4][OH:5].C(N(CC)CC)C.Cl[C:17](Cl)([O:19]C(=O)OC(Cl)(Cl)Cl)Cl.C(OCC)C. Given the product [CH3:1][N:2]1[CH2:6][CH2:7][O:8][C:17](=[O:19])[O:5][CH2:4][CH2:3]1, predict the reactants needed to synthesize it. (5) Given the product [C:3]1([CH2:9][N:10]2[CH2:15][CH2:14][CH:13]([N:16]([CH2:17][CH3:18])[C:39](=[O:41])[CH2:38][C:35]3[CH:34]=[CH:33][C:32]([S:29]([CH3:28])(=[O:30])=[O:31])=[CH:37][CH:36]=3)[CH2:12][CH2:11]2)[CH:4]=[CH:5][CH:6]=[CH:7][CH:8]=1, predict the reactants needed to synthesize it. The reactants are: Cl.Cl.[C:3]1([CH2:9][N:10]2[CH2:15][CH2:14][CH:13]([NH:16][CH2:17][CH3:18])[CH2:12][CH2:11]2)[CH:8]=[CH:7][CH:6]=[CH:5][CH:4]=1.CCN(C(C)C)C(C)C.[CH3:28][S:29]([C:32]1[CH:37]=[CH:36][C:35]([CH2:38][C:39]([OH:41])=O)=[CH:34][CH:33]=1)(=[O:31])=[O:30].C1(N=C=NC2CCCCC2)CCCCC1. (6) Given the product [Cl:1][C:2]1[CH:3]=[CH:4][C:5]2[N:11]3[C:12]([C:15]([F:18])([F:17])[F:16])=[N:13][N:14]=[C:10]3[CH:9]([CH2:19][C:20]([OH:22])=[O:21])[S:8][CH:7]([C:24]3[CH:29]=[CH:28][CH:27]=[C:26]([O:30][CH3:31])[C:25]=3[O:32][CH3:33])[C:6]=2[CH:34]=1, predict the reactants needed to synthesize it. The reactants are: [Cl:1][C:2]1[CH:3]=[CH:4][C:5]2[N:11]3[C:12]([C:15]([F:18])([F:17])[F:16])=[N:13][N:14]=[C:10]3[C@@H:9]([CH2:19][C:20]([O:22]C)=[O:21])[S:8][C@H:7]([C:24]3[CH:29]=[CH:28][CH:27]=[C:26]([O:30][CH3:31])[C:25]=3[O:32][CH3:33])[C:6]=2[CH:34]=1.C(=O)([O-])[O-].[K+].[K+]. (7) Given the product [Br:28][C:5]1[C:4]([O:13][CH3:14])=[C:3]([O:2][CH3:1])[CH:8]=[CH:7][C:6]=1[O:9][CH2:10][O:11][CH3:12], predict the reactants needed to synthesize it. The reactants are: [CH3:1][O:2][C:3]1[CH:8]=[CH:7][C:6]([O:9][CH2:10][O:11][CH3:12])=[CH:5][C:4]=1[O:13][CH3:14].CN(CCN(C)C)C.C([Li])(C)(C)C.[Br:28]Br.